This data is from Catalyst prediction with 721,799 reactions and 888 catalyst types from USPTO. The task is: Predict which catalyst facilitates the given reaction. (1) Reactant: [CH:1]([N:4]1[CH2:9][CH2:8][N:7]([C:10]([C:12]2[CH:13]=[C:14]3[C:18](=[CH:19][CH:20]=2)[NH:17][C:16]([C:21]([N:23]2[CH2:28][CH2:27][CH:26]([O:29][CH3:30])[CH2:25][CH2:24]2)=[O:22])=[CH:15]3)=[O:11])[CH2:6][CH2:5]1)([CH3:3])[CH3:2].[H-].[Na+].[CH:33]1([CH2:36]Br)[CH2:35][CH2:34]1. Product: [CH:33]1([CH2:36][N:17]2[C:18]3[C:14](=[CH:13][C:12]([C:10]([N:7]4[CH2:8][CH2:9][N:4]([CH:1]([CH3:3])[CH3:2])[CH2:5][CH2:6]4)=[O:11])=[CH:20][CH:19]=3)[CH:15]=[C:16]2[C:21]([N:23]2[CH2:28][CH2:27][CH:26]([O:29][CH3:30])[CH2:25][CH2:24]2)=[O:22])[CH2:35][CH2:34]1. The catalyst class is: 9. (2) Reactant: [Cl:1][C:2]1[CH:7]=[C:6]([Cl:8])[CH:5]=[CH:4][C:3]=1[C:9]1[NH:14][C:13](=O)[N:12]2[N:16]=[C:17]([CH:19]3[CH2:24][CH2:23][N:22]([CH:25]([CH3:27])[CH3:26])[CH2:21][CH2:20]3)[N:18]=[C:11]2[CH:10]=1.C(=O)(O)[O-].[Na+].P(Cl)(Cl)([Cl:35])=O. Product: [Cl:35][C:13]1[N:12]2[N:16]=[C:17]([CH:19]3[CH2:24][CH2:23][N:22]([CH:25]([CH3:27])[CH3:26])[CH2:21][CH2:20]3)[N:18]=[C:11]2[CH:10]=[C:9]([C:3]2[CH:4]=[CH:5][C:6]([Cl:8])=[CH:7][C:2]=2[Cl:1])[N:14]=1. The catalyst class is: 572.